Dataset: Reaction yield outcomes from USPTO patents with 853,638 reactions. Task: Predict the reaction yield, written as a fraction of the theoretical maximum amount of product (1.0 means a 100% yield; for example, 0.34 means a 34% yield). (1) The reactants are [OH:1][C:2]1[CH:20]=[CH:19][CH:18]=[C:17]([CH3:21])[C:3]=1[CH2:4][NH:5][C:6]1[C:7]2[N:8]([C:12]([CH3:16])=[C:13]([CH3:15])[N:14]=2)[CH:9]=[CH:10][CH:11]=1.[OH-].[K+].[Cl:24][C:25]([O:27][CH3:28])=[O:26].C(Cl)Cl. The catalyst is CC(C)=O. The product is [ClH:24].[C:25](=[O:26])([O:27][CH3:28])[O:1][C:2]1[CH:20]=[CH:19][CH:18]=[C:17]([CH3:21])[C:3]=1[CH2:4][NH:5][C:6]1[C:7]2[N:8]([C:12]([CH3:16])=[C:13]([CH3:15])[N:14]=2)[CH:9]=[CH:10][CH:11]=1. The yield is 0.280. (2) The reactants are [C:1]([O:5][C:6]([NH:8][C:9]1[CH:10]=[C:11]2[N:17]([C:18](=[O:30])[C:19]3[C:24]([C:25]([F:28])([F:27])[F:26])=[CH:23][CH:22]=[CH:21][C:20]=3[Cl:29])[N:16]=[C:15]([C:31]3[CH:40]=[CH:39][C:34]([C:35]([O:37]C)=[O:36])=[CH:33][C:32]=3[F:41])[C:12]2=[N:13][CH:14]=1)=[O:7])([CH3:4])([CH3:3])[CH3:2].O[Li].O.Cl. The catalyst is C1COCC1.O. The product is [C:1]([O:5][C:6]([NH:8][C:9]1[CH:10]=[C:11]2[N:17]([C:18](=[O:30])[C:19]3[C:24]([C:25]([F:28])([F:27])[F:26])=[CH:23][CH:22]=[CH:21][C:20]=3[Cl:29])[N:16]=[C:15]([C:31]3[CH:40]=[CH:39][C:34]([C:35]([OH:37])=[O:36])=[CH:33][C:32]=3[F:41])[C:12]2=[N:13][CH:14]=1)=[O:7])([CH3:4])([CH3:2])[CH3:3]. The yield is 0.730. (3) The reactants are [C:1]1([CH3:14])[CH:6]=[CH:5][C:4]([C:7]23[CH2:12][CH:11]2[CH:10]([OH:13])[CH2:9][CH2:8]3)=[CH:3][CH:2]=1.N1C=CC=CC=1.CC(OI1(OC(C)=O)(OC(C)=O)OC(=O)C2C=CC=CC1=2)=O. The catalyst is C(Cl)Cl.O. The product is [C:1]1([CH3:14])[CH:2]=[CH:3][C:4]([C:7]23[CH2:12][CH:11]2[C:10](=[O:13])[CH2:9][CH2:8]3)=[CH:5][CH:6]=1. The yield is 0.770. (4) The reactants are [C:1]1([P:7]([C:14]2[CH:19]=[CH:18][CH:17]=[CH:16][CH:15]=2)[C:8]2[CH:13]=[CH:12][CH:11]=[CH:10][CH:9]=2)[CH:6]=[CH:5][CH:4]=[CH:3][CH:2]=1.[Br:20][C:21]1[CH:26]=[CH:25][CH:24]=[C:23]([CH2:27]Br)[CH:22]=1. The catalyst is C1(C)C=CC=CC=1. The product is [Br-:20].[Br:20][C:21]1[CH:22]=[C:23]([CH2:27][P+:7]([C:1]2[CH:2]=[CH:3][CH:4]=[CH:5][CH:6]=2)([C:8]2[CH:13]=[CH:12][CH:11]=[CH:10][CH:9]=2)[C:14]2[CH:15]=[CH:16][CH:17]=[CH:18][CH:19]=2)[CH:24]=[CH:25][CH:26]=1. The yield is 0.890. (5) The reactants are [S:1]1[CH:5]=[CH:4][C:3]([N:6]2[C:14]3[C:9](=[CH:10][CH:11]=[CH:12][CH:13]=3)[C:8](=O)[C:7]2=[O:16])=[CH:2]1.[F:17][C:18]([F:27])([F:26])[C:19]1[CH:20]=[C:21]([CH:23]=[CH:24][CH:25]=1)[NH2:22]. No catalyst specified. The product is [S:1]1[CH:5]=[CH:4][C:3]([N:6]2[C:14]3[C:9](=[CH:10][CH:11]=[CH:12][CH:13]=3)[C:8](=[N:22][C:21]3[CH:23]=[CH:24][CH:25]=[C:19]([C:18]([F:17])([F:26])[F:27])[CH:20]=3)[C:7]2=[O:16])=[CH:2]1. The yield is 0.220.